This data is from TCR-epitope binding with 47,182 pairs between 192 epitopes and 23,139 TCRs. The task is: Binary Classification. Given a T-cell receptor sequence (or CDR3 region) and an epitope sequence, predict whether binding occurs between them. (1) The epitope is FLKEKGGL. The TCR CDR3 sequence is CSVVIVAKNIQYF. Result: 0 (the TCR does not bind to the epitope). (2) The epitope is YLDAYNMMI. The TCR CDR3 sequence is CSVRQWGNEQFF. Result: 1 (the TCR binds to the epitope). (3) The epitope is KRWIIMGLNK. The TCR CDR3 sequence is CASREGLGGTEAFF. Result: 1 (the TCR binds to the epitope). (4) The epitope is KLPDDFTGCV. The TCR CDR3 sequence is CASSQIGTVNYEQYF. Result: 1 (the TCR binds to the epitope). (5) The epitope is TPGPGVRYPL. The TCR CDR3 sequence is CASRMDRGNTEAFF. Result: 0 (the TCR does not bind to the epitope). (6) The epitope is SSTFNVPMEKLK. The TCR CDR3 sequence is CASSTSTGTGYGYTF. Result: 0 (the TCR does not bind to the epitope). (7) The epitope is PROT_97E67BCC. The TCR CDR3 sequence is CASSPGTSGVGEQFF. Result: 1 (the TCR binds to the epitope). (8) The epitope is HTTDPSFLGRY. The TCR CDR3 sequence is CASSHSGGSNQPQHF. Result: 1 (the TCR binds to the epitope). (9) The epitope is GLCTLVAML. The TCR CDR3 sequence is CSVREDSTNEKLFF. Result: 1 (the TCR binds to the epitope).